From a dataset of TCR-epitope binding with 47,182 pairs between 192 epitopes and 23,139 TCRs. Binary Classification. Given a T-cell receptor sequence (or CDR3 region) and an epitope sequence, predict whether binding occurs between them. (1) The epitope is ATDALMTGY. The TCR CDR3 sequence is CASSLVGQLETQYF. Result: 1 (the TCR binds to the epitope). (2) The epitope is IQYIDIGNY. The TCR CDR3 sequence is CASSQMNGRAPETQYF. Result: 1 (the TCR binds to the epitope). (3) The epitope is VSFIEFVGW. The TCR CDR3 sequence is CASSWLSGSYNEQFF. Result: 0 (the TCR does not bind to the epitope). (4) The epitope is KTWGQYWQV. The TCR CDR3 sequence is CASSLYGEYEQYF. Result: 0 (the TCR does not bind to the epitope). (5) The epitope is GTSGSPIINR. The TCR CDR3 sequence is CASSLGTREAFF. Result: 1 (the TCR binds to the epitope). (6) The epitope is YFPLQSYGF. The TCR CDR3 sequence is CASSLSGGYNEQFF. Result: 0 (the TCR does not bind to the epitope). (7) The epitope is GLNKIVRMY. The TCR CDR3 sequence is CASTKLAWGTYTQYF. Result: 0 (the TCR does not bind to the epitope). (8) The epitope is KLFIRQEEV. The TCR CDR3 sequence is CASSEWGNNEQFF. Result: 0 (the TCR does not bind to the epitope). (9) The epitope is GMFNMLSTVLGVS. The TCR CDR3 sequence is CASSSGQGVFYNEQFF. Result: 1 (the TCR binds to the epitope). (10) The epitope is SEISMDNSPNL. The TCR CDR3 sequence is CASSAGTRNTGELFF. Result: 1 (the TCR binds to the epitope).